Predict the reactants needed to synthesize the given product. From a dataset of Full USPTO retrosynthesis dataset with 1.9M reactions from patents (1976-2016). (1) The reactants are: [C:1]([C:4]1[CH:9]=[N:8][CH:7]=[CH:6][N:5]=1)(=[O:3])[CH3:2].[BrH:10].C1C=C[NH+]=CC=1.[Br:17][Br-]Br.C(OCC)C. Given the product [BrH:17].[Br:10][CH2:2][C:1]([C:4]1[CH:9]=[N:8][CH:7]=[CH:6][N:5]=1)=[O:3], predict the reactants needed to synthesize it. (2) Given the product [N:1]1([CH2:6][C:7]2[CH:12]=[CH:11][C:10]([N:13]3[CH2:14][CH2:15][CH:16]([CH2:19][N:21]4[CH2:26][CH2:25][O:24][CH2:23][CH2:22]4)[CH2:17][CH2:18]3)=[CH:9][CH:8]=2)[CH2:2][CH2:3][CH2:4][CH2:5]1, predict the reactants needed to synthesize it. The reactants are: [N:1]1([CH2:6][C:7]2[CH:12]=[CH:11][C:10]([N:13]3[CH2:18][CH2:17][CH:16]([CH:19]=O)[CH2:15][CH2:14]3)=[CH:9][CH:8]=2)[CH2:5][CH2:4][CH2:3][CH2:2]1.[NH:21]1[CH2:26][CH2:25][O:24][CH2:23][CH2:22]1. (3) The reactants are: Br[C:2]1[C:9]([O:10][CH2:11][C:12]([OH:15])([CH3:14])[CH3:13])=[CH:8][CH:7]=[CH:6][C:3]=1[CH:4]=[O:5].[B:16]1([B:16]2[O:20][C:19]([CH3:22])([CH3:21])[C:18]([CH3:24])([CH3:23])[O:17]2)[O:20][C:19]([CH3:22])([CH3:21])[C:18]([CH3:24])([CH3:23])[O:17]1.CC([O-])=O.[K+].N#N. Given the product [OH:15][C:12]([CH3:14])([CH3:13])[CH2:11][O:10][C:9]1[C:2]([B:16]2[O:20][C:19]([CH3:22])([CH3:21])[C:18]([CH3:24])([CH3:23])[O:17]2)=[C:3]([CH:6]=[CH:7][CH:8]=1)[CH:4]=[O:5], predict the reactants needed to synthesize it. (4) Given the product [CH2:18]([O:17][C:15]([NH:1][C:2]1[CH:10]=[CH:9][C:5]([C:6]([OH:8])=[O:7])=[CH:4][C:3]=1[CH3:11])=[O:16])[C:19]1[CH:24]=[CH:23][CH:22]=[CH:21][CH:20]=1, predict the reactants needed to synthesize it. The reactants are: [NH2:1][C:2]1[CH:10]=[CH:9][C:5]([C:6]([OH:8])=[O:7])=[CH:4][C:3]=1[CH3:11].[OH-].[Na+].Cl[C:15]([O:17][CH2:18][C:19]1[CH:24]=[CH:23][CH:22]=[CH:21][CH:20]=1)=[O:16].C(O)(=O)C. (5) Given the product [CH3:11][O:10][C:5]1[CH:4]=[C:3]([C:21]2[CH:22]=[N:23][CH:24]=[CH:25][CH:26]=2)[CH:2]=[CH:9][C:6]=1[CH:7]=[O:8], predict the reactants needed to synthesize it. The reactants are: Br[C:2]1[CH:3]=[CH:4][C:5]([O:10][CH3:11])=[C:6]([CH:9]=1)[CH:7]=[O:8].C(=O)([O-])[O-].[Na+].[Na+].C(B(CC)[C:21]1[CH:22]=[N:23][CH:24]=[CH:25][CH:26]=1)C. (6) Given the product [Cl:2][C:3]1[CH:4]=[C:5]2[C:9](=[CH:10][CH:11]=1)[NH:8][CH:7]=[C:6]2[CH2:12][CH2:13][NH:14][C:28]([CH:25]1[CH2:26][CH2:27][N:23]([C:17]2[C:16]([F:15])=[CH:21][CH:20]=[CH:19][C:18]=2[F:22])[C:24]1=[O:31])=[O:29], predict the reactants needed to synthesize it. The reactants are: Cl.[Cl:2][C:3]1[CH:4]=[C:5]2[C:9](=[CH:10][CH:11]=1)[NH:8][CH:7]=[C:6]2[CH2:12][CH2:13][NH2:14].[F:15][C:16]1[CH:21]=[CH:20][CH:19]=[C:18]([F:22])[C:17]=1[N:23]1[CH2:27][CH2:26][CH:25]([C:28](O)=[O:29])[C:24]1=[O:31].CN(C(ON1N=NC2C=CC=NC1=2)=[N+](C)C)C.F[P-](F)(F)(F)(F)F.C(N(CC)C(C)C)(C)C. (7) The reactants are: [CH2:1]([O:3][CH2:4][CH2:5][NH:6][CH2:7][C:8]([CH3:18])([N:10]1[CH:14]=[C:13]([N+:15]([O-])=O)[N:12]=[CH:11]1)[CH3:9])[CH3:2].[F:19][C:20]1[CH:21]=[C:22]2[C:27](=[C:28]([F:30])[CH:29]=1)[CH2:26][CH:25]([NH:31][CH:32]([CH2:36][CH2:37][CH3:38])[C:33](O)=[O:34])[CH2:24][CH2:23]2. Given the product [CH2:1]([O:3][CH2:4][CH2:5][NH:6][CH2:7][C:8]([N:10]1[CH:14]=[C:13]([NH:15][C:33](=[O:34])[C@@H:32]([NH:31][CH:25]2[CH2:24][CH2:23][C:22]3[C:27](=[C:28]([F:30])[CH:29]=[C:20]([F:19])[CH:21]=3)[CH2:26]2)[CH2:36][CH2:37][CH3:38])[N:12]=[CH:11]1)([CH3:18])[CH3:9])[CH3:2], predict the reactants needed to synthesize it. (8) Given the product [NH2:27][C:21]1[N:20]=[C:19]([O:28][CH2:29][CH2:30][O:31][CH3:32])[N:18]=[C:17]2[C:22]=1[NH:23][C:24](=[O:25])[N:16]2[CH2:15][CH2:14][CH:11]1[CH2:12][CH2:13][N:8]([CH2:6][C:41]2[CH:46]=[CH:45][CH:44]=[CH:43][CH:42]=2)[CH2:9][CH2:10]1, predict the reactants needed to synthesize it. The reactants are: C(O[C:6]([N:8]1[CH2:13][CH2:12][CH:11]([CH2:14][CH2:15][N:16]2[C:24]([O:25]C)=[N:23][C:22]3[C:17]2=[N:18][C:19]([O:28][CH2:29][CH2:30][O:31][CH3:32])=[N:20][C:21]=3[NH2:27])[CH2:10][CH2:9]1)=O)(C)(C)C.FC(F)(F)C(O)=O.C(Br)[C:41]1[CH:46]=[CH:45][CH:44]=[CH:43][CH:42]=1.C(N(C(C)C)C(C)C)C. (9) Given the product [Cl:1][C:2]1[CH:7]=[CH:6][CH:5]=[CH:4][C:3]=1[C:8]1[O:12][N:11]=[CH:10][C:9]=1[C:13]([N:28]1[CH2:29][CH2:30][CH:26]([S:23]([C:17]2[CH:18]=[CH:19][CH:20]=[CH:21][CH:22]=2)(=[O:25])=[O:24])[CH2:27]1)=[O:15], predict the reactants needed to synthesize it. The reactants are: [Cl:1][C:2]1[CH:7]=[CH:6][CH:5]=[CH:4][C:3]=1[C:8]1[O:12][N:11]=[CH:10][C:9]=1[C:13]([OH:15])=O.Cl.[C:17]1([S:23]([CH:26]2[CH2:30][CH2:29][NH:28][CH2:27]2)(=[O:25])=[O:24])[CH:22]=[CH:21][CH:20]=[CH:19][CH:18]=1. (10) Given the product [CH:19]([C:11]1[CH:10]=[C:9]([C:5]2[CH:4]=[C:3]([CH3:22])[C:2]([O:1][CH2:29][CH:31]3[CH2:32][O:33]3)=[C:7]([CH3:8])[CH:6]=2)[CH:14]=[CH:13][C:12]=1[C:15]([O:17][CH3:18])=[O:16])([CH3:20])[CH3:21], predict the reactants needed to synthesize it. The reactants are: [OH:1][C:2]1[C:7]([CH3:8])=[CH:6][C:5]([C:9]2[CH:14]=[CH:13][C:12]([C:15]([O:17][CH3:18])=[O:16])=[C:11]([CH:19]([CH3:21])[CH3:20])[CH:10]=2)=[CH:4][C:3]=1[CH3:22].C(=O)([O-])[O-].[K+].[K+].[CH2:29]([CH:31]1[O:33][CH2:32]1)Br.